This data is from Forward reaction prediction with 1.9M reactions from USPTO patents (1976-2016). The task is: Predict the product of the given reaction. (1) Given the reactants C(N(CC)CC)C.[F:8][C:9]1[CH:14]=[CH:13][C:12]([C@@H:15]([NH2:17])[CH3:16])=[CH:11][CH:10]=1.[CH3:18][C:19]1[C:24]([Cl:25])=[C:23](Cl)[N:22]2[N:27]=[CH:28][N:29]=[C:21]2[N:20]=1, predict the reaction product. The product is: [Cl:25][C:24]1[C:19]([CH3:18])=[N:20][C:21]2[N:22]([N:27]=[CH:28][N:29]=2)[C:23]=1[NH:17][C@H:15]([C:12]1[CH:13]=[CH:14][C:9]([F:8])=[CH:10][CH:11]=1)[CH3:16]. (2) Given the reactants [C:1]([O:5][C:6](=[O:15])[NH:7][CH2:8][CH2:9][C:10]1[N:11]=[N:12][NH:13][N:14]=1)([CH3:4])([CH3:3])[CH3:2].C([O-])([O-])=O.[Cs+].[Cs+].Br[CH2:23][CH2:24][F:25], predict the reaction product. The product is: [C:1]([O:5][C:6](=[O:15])[NH:7][CH2:8][CH2:9][C:10]1[N:11]=[N:12][N:13]([CH2:23][CH2:24][F:25])[N:14]=1)([CH3:4])([CH3:2])[CH3:3]. (3) The product is: [F:1][C:2]1[CH:3]=[C:4]2[C:12](=[CH:13][CH:14]=1)[N:11]([CH2:15][C:16]1[CH:25]=[CH:24][C:19]([C:20]([O:22][CH3:23])=[O:21])=[CH:18][CH:17]=1)[C:10]1[CH2:9][CH2:8][CH:7]([CH2:26][N:34]3[CH2:35][CH2:36][N:31]([CH:28]([CH3:30])[CH3:29])[CH2:32][CH2:33]3)[C:6](=[O:27])[C:5]2=1. Given the reactants [F:1][C:2]1[CH:3]=[C:4]2[C:12](=[CH:13][CH:14]=1)[N:11]([CH2:15][C:16]1[CH:25]=[CH:24][C:19]([C:20]([O:22][CH3:23])=[O:21])=[CH:18][CH:17]=1)[C:10]1[CH2:9][CH2:8][C:7](=[CH2:26])[C:6](=[O:27])[C:5]2=1.[CH:28]([N:31]1[CH2:36][CH2:35][NH:34][CH2:33][CH2:32]1)([CH3:30])[CH3:29], predict the reaction product. (4) The product is: [Br:1][C:2]1[CH:10]=[C:9]2[C:5]([C:6]([CH:34]([OH:39])[C:35]([F:36])([F:37])[F:38])=[CH:7][N:8]2[S:11]([C:14]2[CH:19]=[CH:18][C:17]([O:20][CH3:21])=[C:16]([N:22]3[CH2:27][CH2:26][NH:25][CH2:24][CH2:23]3)[CH:15]=2)(=[O:13])=[O:12])=[CH:4][CH:3]=1. Given the reactants [Br:1][C:2]1[CH:10]=[C:9]2[C:5]([C:6]([C:34](=[O:39])[C:35]([F:38])([F:37])[F:36])=[CH:7][N:8]2[S:11]([C:14]2[CH:19]=[CH:18][C:17]([O:20][CH3:21])=[C:16]([N:22]3[CH2:27][CH2:26][N:25](C(=O)C(F)(F)F)[CH2:24][CH2:23]3)[CH:15]=2)(=[O:13])=[O:12])=[CH:4][CH:3]=1.[BH4-].[Na+], predict the reaction product. (5) The product is: [CH2:3]([O:5][C:6](=[O:23])[CH:7]([O:20][CH2:21][CH3:22])[CH2:8][C:9]1[C:18]2[CH2:17][CH2:16][CH2:15][CH2:14][C:13]=2[C:12]([O:19][CH2:25][C:26]2[N:27]=[C:28]([C:32]3[CH:33]=[CH:34][C:35]([CH:38]([CH3:40])[CH3:39])=[CH:36][CH:37]=3)[O:29][C:30]=2[CH3:31])=[CH:11][CH:10]=1)[CH3:4]. Given the reactants [H-].[Na+].[CH2:3]([O:5][C:6](=[O:23])[CH:7]([O:20][CH2:21][CH3:22])[CH2:8][C:9]1[C:18]2[CH2:17][CH2:16][CH2:15][CH2:14][C:13]=2[C:12]([OH:19])=[CH:11][CH:10]=1)[CH3:4].Cl[CH2:25][C:26]1[N:27]=[C:28]([C:32]2[CH:37]=[CH:36][C:35]([CH:38]([CH3:40])[CH3:39])=[CH:34][CH:33]=2)[O:29][C:30]=1[CH3:31].C(C1C=CC(C=O)=CC=1)(C)C.O=P(Cl)(Cl)Cl, predict the reaction product.